From a dataset of Full USPTO retrosynthesis dataset with 1.9M reactions from patents (1976-2016). Predict the reactants needed to synthesize the given product. (1) Given the product [Br:7][C:5]1[N:6]=[CH:2][S:3][C:4]=1[C:8]1[N:12]2[N:13]=[C:14]([CH3:22])[CH:15]=[C:16]([CH:17]([CH2:18][CH3:19])[CH2:20][CH3:21])[C:11]2=[N:10][C:9]=1[CH3:23], predict the reactants needed to synthesize it. The reactants are: Br[C:2]1[S:3][C:4]([C:8]2[N:12]3[N:13]=[C:14]([CH3:22])[CH:15]=[C:16]([CH:17]([CH2:20][CH3:21])[CH2:18][CH3:19])[C:11]3=[N:10][C:9]=2[CH3:23])=[C:5]([Br:7])[N:6]=1.[Li]CCCC.O. (2) Given the product [CH3:1][C:2]1[S:6][C:5]2[CH:7]=[C:8]3[C:13](=[C:14]([C:15]4[CH:20]=[C:19]([CH3:21])[C:18]([O:22][C:25](=[O:27])[CH3:26])=[C:17]([CH3:23])[CH:16]=4)[C:4]=2[C:3]=1[CH3:24])[CH:12]=[CH:11][CH:10]=[CH:9]3, predict the reactants needed to synthesize it. The reactants are: [CH3:1][C:2]1[S:6][C:5]2[CH:7]=[C:8]3[C:13](=[C:14]([C:15]4[CH:20]=[C:19]([CH3:21])[C:18]([OH:22])=[C:17]([CH3:23])[CH:16]=4)[C:4]=2[C:3]=1[CH3:24])[CH:12]=[CH:11][CH:10]=[CH:9]3.[C:25](OC(=O)C)(=[O:27])[CH3:26]. (3) The reactants are: [Na+].[O:2]1[C:6]2[CH:7]=[CH:8][CH:9]=[CH:10][C:5]=2[N:4]=[C:3]1[C:11]([O-:13])=O.[C:14]([O:18][C:19](=[O:41])[C@@H:20]([NH:24][S:25]([C:28]1[CH:33]=[CH:32][C:31]([C:34]2[CH:39]=[CH:38][C:37]([NH2:40])=[CH:36][CH:35]=2)=[CH:30][CH:29]=1)(=[O:27])=[O:26])[CH:21]([CH3:23])[CH3:22])([CH3:17])([CH3:16])[CH3:15].F[P-](F)(F)(F)(F)F.N1(O[P+](N(C)C)(N(C)C)N(C)C)C2C=CC=CC=2N=N1.C(N(CC)C(C)C)(C)C. Given the product [C:14]([O:18][C:19](=[O:41])[C@@H:20]([NH:24][S:25]([C:28]1[CH:29]=[CH:30][C:31]([C:34]2[CH:35]=[CH:36][C:37]([NH:40][C:11]([C:3]3[O:2][C:6]4[CH:7]=[CH:8][CH:9]=[CH:10][C:5]=4[N:4]=3)=[O:13])=[CH:38][CH:39]=2)=[CH:32][CH:33]=1)(=[O:27])=[O:26])[CH:21]([CH3:23])[CH3:22])([CH3:16])([CH3:17])[CH3:15], predict the reactants needed to synthesize it.